Dataset: Forward reaction prediction with 1.9M reactions from USPTO patents (1976-2016). Task: Predict the product of the given reaction. (1) Given the reactants Br[C:2]1[CH:10]=[CH:9][CH:8]=[C:7]2[C:3]=1[CH2:4][CH2:5][CH:6]2[O:11][Si:12]([C:15]([CH3:18])([CH3:17])[CH3:16])([CH3:14])[CH3:13].[CH3:19][C:20]1([CH3:36])[C:24]([CH3:26])([CH3:25])[O:23][B:22]([B:22]2[O:23][C:24]([CH3:26])([CH3:25])[C:20]([CH3:36])([CH3:19])[O:21]2)[O:21]1.C([O-])(=O)C.[K+].N#N, predict the reaction product. The product is: [C:15]([Si:12]([CH3:14])([CH3:13])[O:11][CH:6]1[C:7]2[C:3](=[C:2]([B:22]3[O:23][C:24]([CH3:26])([CH3:25])[C:20]([CH3:36])([CH3:19])[O:21]3)[CH:10]=[CH:9][CH:8]=2)[CH2:4][CH2:5]1)([CH3:18])([CH3:17])[CH3:16]. (2) The product is: [O:1]1[C:5]2[CH:6]=[CH:7][C:8]([C:10]3([C:13]([NH:15][C:16]4[CH:21]=[CH:20][C:19]([CH3:22])=[C:18]([C:33]5[CH:41]=[CH:40][C:36]([C:37]([NH2:39])=[O:38])=[CH:35][C:34]=5[F:42])[CH:17]=4)=[O:14])[CH2:12][CH2:11]3)=[CH:9][C:4]=2[O:3][CH2:2]1. Given the reactants [O:1]1[C:5]2[CH:6]=[CH:7][C:8]([C:10]3([C:13]([NH:15][C:16]4[CH:21]=[CH:20][C:19]([CH3:22])=[C:18](B5OC(C)(C)C(C)(C)O5)[CH:17]=4)=[O:14])[CH2:12][CH2:11]3)=[CH:9][C:4]=2[O:3][CH2:2]1.Br[C:33]1[CH:41]=[CH:40][C:36]([C:37]([NH2:39])=[O:38])=[CH:35][C:34]=1[F:42].C([O-])([O-])=O.[K+].[K+], predict the reaction product. (3) Given the reactants Cl.[CH:2]12[CH:7]([CH2:8][N:9]([CH2:18][C:19]3[CH:24]=[CH:23][CH:22]=[C:21]([O:25][C:26]([F:29])([F:28])[F:27])[CH:20]=3)[C:10]([C:12]3[N:13]=[CH:14][N:15]([CH3:17])[CH:16]=3)=[O:11])[CH:6]1[CH2:5][NH:4][CH2:3]2.[CH:30]1([CH:33]=O)[CH2:32][CH2:31]1, predict the reaction product. The product is: [CH:30]1([CH2:33][N:4]2[CH2:5][CH:6]3[CH:2]([CH:7]3[CH2:8][N:9]([CH2:18][C:19]3[CH:24]=[CH:23][CH:22]=[C:21]([O:25][C:26]([F:28])([F:29])[F:27])[CH:20]=3)[C:10]([C:12]3[N:13]=[CH:14][N:15]([CH3:17])[CH:16]=3)=[O:11])[CH2:3]2)[CH2:32][CH2:31]1. (4) Given the reactants C([O:3][C:4](=[O:33])[CH2:5][O:6][C:7]1[CH:16]=[CH:15][C:14]2[C:9](=[CH:10][CH:11]=[C:12]([C:17]3[S:21][C:20]4[CH:22]=[CH:23][CH:24]=[CH:25][C:19]=4[C:18]=3[C:26](=[O:31])[CH2:27][CH2:28][CH2:29][CH3:30])[CH:13]=2)[C:8]=1[Br:32])C.[OH-].[K+].Cl, predict the reaction product. The product is: [Br:32][C:8]1[C:9]2[C:14](=[CH:13][C:12]([C:17]3[S:21][C:20]4[CH:22]=[CH:23][CH:24]=[CH:25][C:19]=4[C:18]=3[C:26](=[O:31])[CH2:27][CH2:28][CH2:29][CH3:30])=[CH:11][CH:10]=2)[CH:15]=[CH:16][C:7]=1[O:6][CH2:5][C:4]([OH:33])=[O:3]. (5) Given the reactants Cl[C:2]1[CH:7]=[CH:6][C:5]([C:8]([CH3:19])([CH3:18])[CH2:9][C:10]([OH:17])([C:13]([F:16])([F:15])[F:14])[CH:11]=O)=[C:4]([O:20][CH3:21])[CH:3]=1.[NH2:22][C:23]1[C:24]2[C:28]([CH:29]=[C:30]([F:32])[CH:31]=1)=[N:27][C:26](=[O:33])[CH:25]=2.[Cl:34]C(Cl)C.C([BH3-])#N.[Na+].C([O-])(O)=O.[Na+], predict the reaction product. The product is: [Cl:34][C:7]1[CH:2]=[CH:3][C:4]([O:20][CH3:21])=[C:5]([C:8]([CH3:19])([CH3:18])[CH2:9][C:10]([OH:17])([C:13]([F:16])([F:15])[F:14])[CH2:11][NH:22][C:23]2[CH:31]=[C:30]([F:32])[CH:29]=[C:28]3[C:24]=2[CH2:25][C:26](=[O:33])[NH:27]3)[CH:6]=1. (6) The product is: [Cl:18][C:19]1[C:20]([C:25]2[N:29]([CH2:30][C:31]([F:32])([F:33])[F:34])[N:28]=[CH:27][C:26]=2[C:35]([NH:1][C:2]2[C:3]([C:4](=[O:5])[NH:6][CH3:7])=[CH:8][C:9]([N:13]3[CH:17]=[N:16][CH:15]=[N:14]3)=[CH:10][C:11]=2[CH3:12])=[O:36])=[N:21][CH:22]=[CH:23][CH:24]=1. Given the reactants [NH2:1][C:2]1[C:11]([CH3:12])=[CH:10][C:9]([N:13]2[CH:17]=[N:16][CH:15]=[N:14]2)=[CH:8][C:3]=1[C:4]([NH:6][CH3:7])=[O:5].[Cl:18][C:19]1[C:20]([C:25]2[N:29]([CH2:30][C:31]([F:34])([F:33])[F:32])[N:28]=[CH:27][C:26]=2[C:35](Cl)=[O:36])=[N:21][CH:22]=[CH:23][CH:24]=1, predict the reaction product. (7) Given the reactants Cl.[F:2][C:3]([F:27])([F:26])[C:4]1[CH:25]=[CH:24][CH:23]=[CH:22][C:5]=1[CH:6]([O:17][CH:18]1[CH2:21][NH:20][CH2:19]1)[C:7]1[CH:12]=[CH:11][C:10]([O:13][CH:14]([F:16])[F:15])=[CH:9][CH:8]=1.C(=O)([O-])[O-].[CH2:32]([N:35]=[C:36]=[O:37])[CH:33]=[CH2:34], predict the reaction product. The product is: [F:27][C:3]([F:2])([F:26])[C:4]1[CH:25]=[CH:24][CH:23]=[CH:22][C:5]=1[CH:6]([O:17][CH:18]1[CH2:21][N:20]([C:36]([NH:35][CH2:32][CH:33]=[CH2:34])=[O:37])[CH2:19]1)[C:7]1[CH:12]=[CH:11][C:10]([O:13][CH:14]([F:15])[F:16])=[CH:9][CH:8]=1. (8) Given the reactants [N+:1]([C:4]1[CH:5]=[C:6]([CH:44]=[C:45]([N+:82]([O-])=O)[C:46]=1[O:47][CH2:48][CH2:49][CH2:50][CH2:51][CH2:52][CH2:53][O:54][C:55](=[O:81])/[CH:56]=[CH:57]/[C:58]1[CH:63]=[CH:62][C:61]([O:64][C:65](=[O:80])[C:66]2[CH:71]=[CH:70][C:69]([O:72][CH2:73][CH2:74][CH2:75][C:76]([F:79])([F:78])[F:77])=[CH:68][CH:67]=2)=[CH:60][CH:59]=1)[C:7]([O:9][CH2:10][CH2:11][CH2:12][CH2:13][CH2:14][CH2:15][O:16][C:17](=[O:43])/[CH:18]=[CH:19]/[C:20]1[CH:25]=[CH:24][C:23]([O:26][C:27](=[O:42])[C:28]2[CH:33]=[CH:32][C:31]([O:34][CH2:35][CH2:36][CH2:37][C:38]([F:41])([F:40])[F:39])=[CH:30][CH:29]=2)=[CH:22][CH:21]=1)=[O:8])([O-])=O.C(OCC)(=O)C, predict the reaction product. The product is: [NH2:1][C:4]1[CH:5]=[C:6]([CH:44]=[C:45]([NH2:82])[C:46]=1[O:47][CH2:48][CH2:49][CH2:50][CH2:51][CH2:52][CH2:53][O:54][C:55](=[O:81])/[CH:56]=[CH:57]/[C:58]1[CH:63]=[CH:62][C:61]([O:64][C:65](=[O:80])[C:66]2[CH:71]=[CH:70][C:69]([O:72][CH2:73][CH2:74][CH2:75][C:76]([F:77])([F:78])[F:79])=[CH:68][CH:67]=2)=[CH:60][CH:59]=1)[C:7]([O:9][CH2:10][CH2:11][CH2:12][CH2:13][CH2:14][CH2:15][O:16][C:17](=[O:43])/[CH:18]=[CH:19]/[C:20]1[CH:21]=[CH:22][C:23]([O:26][C:27](=[O:42])[C:28]2[CH:33]=[CH:32][C:31]([O:34][CH2:35][CH2:36][CH2:37][C:38]([F:40])([F:39])[F:41])=[CH:30][CH:29]=2)=[CH:24][CH:25]=1)=[O:8].